From a dataset of Full USPTO retrosynthesis dataset with 1.9M reactions from patents (1976-2016). Predict the reactants needed to synthesize the given product. (1) Given the product [NH2:14][CH:9]([C:11]#[N:12])[CH2:8][CH2:7][N:1]1[CH2:6][CH2:5][CH2:4][CH2:3][CH2:2]1, predict the reactants needed to synthesize it. The reactants are: [N:1]1([CH2:7][CH2:8][CH:9]=O)[CH2:6][CH2:5][CH2:4][CH2:3][CH2:2]1.[C-:11]#[N:12].[Na+].[NH4+:14].[Cl-].N.CO.N. (2) Given the product [F:19][CH2:20][CH2:21][NH:22][C:2]1[CH:7]=[CH:6][N:5]2[CH:8]=[C:9]([C:11]3[CH:16]=[CH:15][C:14]([CH3:17])=[CH:13][CH:12]=3)[N:10]=[C:4]2[CH:3]=1, predict the reactants needed to synthesize it. The reactants are: Br[C:2]1[CH:7]=[CH:6][N:5]2[CH:8]=[C:9]([C:11]3[CH:16]=[CH:15][C:14]([CH3:17])=[CH:13][CH:12]=3)[N:10]=[C:4]2[CH:3]=1.Cl.[F:19][CH2:20][CH2:21][NH2:22]. (3) Given the product [Br:26][C:12]1[CH:13]=[C:14]([CH2:18][Cl:35])[CH:15]=[C:16]([Br:17])[C:11]=1[CH2:8][C:5]1[CH:4]=[C:3]([CH:27]([CH3:29])[CH3:28])[C:2](=[O:32])[NH:7][N:6]=1, predict the reactants needed to synthesize it. The reactants are: Cl[C:2]1[N:7]=[N:6][C:5]([CH:8]([C:11]2[C:16]([Br:17])=[CH:15][C:14]([CH2:18]OC3CCCCO3)=[CH:13][C:12]=2[Br:26])C#N)=[CH:4][C:3]=1[CH:27]([CH3:29])[CH3:28].C([O-])(=[O:32])C.[Na+].[ClH:35]. (4) Given the product [F:1][C:2]1[C:10]([CH3:11])=[CH:9][CH:8]=[CH:7][C:3]=1[C:4]([O:6][C:18]([CH3:20])([CH3:19])[CH3:17])=[O:5], predict the reactants needed to synthesize it. The reactants are: [F:1][C:2]1[C:10]([CH3:11])=[CH:9][CH:8]=[CH:7][C:3]=1[C:4]([OH:6])=[O:5].C1COCC1.[CH3:17][C:18](OC(OC(O[C:18]([CH3:20])([CH3:19])[CH3:17])=O)=O)([CH3:20])[CH3:19]. (5) Given the product [CH:3]1([C@H:1]([NH:4][C:5]2[C:14]3[C:9](=[CH:10][C:11]([C:15]([CH3:20])=[CH2:16])=[CH:12][CH:13]=3)[N:8]=[N:7][C:6]=2[C:25]([NH:27][CH3:28])=[O:26])[CH3:2])[CH2:30][CH2:29]1, predict the reactants needed to synthesize it. The reactants are: [CH:1]([NH:4][C:5]1[C:14]2[C:9](=[CH:10][C:11]([C:15]3[CH:20]=CC(S(C)(=O)=O)=C[CH:16]=3)=[CH:12][CH:13]=2)[N:8]=[N:7][C:6]=1[C:25]([NH:27][CH3:28])=[O:26])([CH3:3])[CH3:2].[C:29]([B-](F)(F)F)(C)=[CH2:30].[K+].CCN(CC)CC. (6) Given the product [OH:12][C:2]1[CH:10]=[C:9]2[C:5]([CH:6]=[N:7][NH:8]2)=[CH:4][CH:3]=1, predict the reactants needed to synthesize it. The reactants are: N[C:2]1[CH:10]=[C:9]2[C:5]([CH:6]=[N:7][NH:8]2)=[CH:4][CH:3]=1.S(=O)(=O)(O)[OH:12]. (7) Given the product [ClH:28].[CH3:1][N:2]1[C:6]2[CH:7]=[C:8]([O:11][CH3:12])[CH:9]=[CH:10][C:5]=2[N:4]=[C:3]1[CH2:13][O:14][C:15]1[CH:20]=[CH:19][C:18]([C:21]([CH3:27])([OH:26])[C:22]([OH:24])=[O:23])=[CH:17][CH:16]=1, predict the reactants needed to synthesize it. The reactants are: [CH3:1][N:2]1[C:6]2[CH:7]=[C:8]([O:11][CH3:12])[CH:9]=[CH:10][C:5]=2[N:4]=[C:3]1[CH2:13][O:14][C:15]1[CH:20]=[CH:19][C:18]([C:21]([CH3:27])([OH:26])[C:22]([O:24]C)=[O:23])=[CH:17][CH:16]=1.[ClH:28].O1CCOCC1. (8) Given the product [CH2:1]([O:3][C:4]([C:6]1[CH:7]=[N:8][C:9]2[C:14]([C:15]=1[NH:26][CH2:19][C:20]1[CH:25]=[CH:24][CH:23]=[CH:22][CH:21]=1)=[CH:13][CH:12]=[CH:11][C:10]=2[O:17][CH3:18])=[O:5])[CH3:2], predict the reactants needed to synthesize it. The reactants are: [CH2:1]([O:3][C:4]([C:6]1[CH:7]=[N:8][C:9]2[C:14]([C:15]=1Cl)=[CH:13][CH:12]=[CH:11][C:10]=2[O:17][CH3:18])=[O:5])[CH3:2].[CH2:19]([NH2:26])[C:20]1[CH:25]=[CH:24][CH:23]=[CH:22][CH:21]=1.